Regression. Given a peptide amino acid sequence and an MHC pseudo amino acid sequence, predict their binding affinity value. This is MHC class II binding data. From a dataset of Peptide-MHC class II binding affinity with 134,281 pairs from IEDB. (1) The peptide sequence is GVTCGPGHGISVGSL. The MHC is HLA-DQA10104-DQB10503 with pseudo-sequence HLA-DQA10104-DQB10503. The binding affinity (normalized) is 0.177. (2) The peptide sequence is EKKYFAATVFEPLAA. The MHC is DRB1_1001 with pseudo-sequence DRB1_1001. The binding affinity (normalized) is 0.823. (3) The peptide sequence is SLQYLALVALVAPKK. The MHC is HLA-DQA10301-DQB10301 with pseudo-sequence HLA-DQA10301-DQB10301. The binding affinity (normalized) is 0.529. (4) The peptide sequence is IMAVGMVSILASSLL. The MHC is DRB1_0701 with pseudo-sequence DRB1_0701. The binding affinity (normalized) is 0.750. (5) The peptide sequence is ISSMVEAMVSRARID. The MHC is DRB1_1101 with pseudo-sequence DRB1_1101. The binding affinity (normalized) is 0.352. (6) The binding affinity (normalized) is 0.951. The peptide sequence is AFKSAATAANAAPAN. The MHC is DRB1_0401 with pseudo-sequence DRB1_0401. (7) The peptide sequence is VPRRGPRGGPGRSYA. The MHC is HLA-DQA10501-DQB10301 with pseudo-sequence HLA-DQA10501-DQB10301. The binding affinity (normalized) is 0.672.